Regression. Given a peptide amino acid sequence and an MHC pseudo amino acid sequence, predict their binding affinity value. This is MHC class II binding data. From a dataset of Peptide-MHC class II binding affinity with 134,281 pairs from IEDB. (1) The peptide sequence is RVYQEPQVSPPQRAET. The MHC is DRB1_1501 with pseudo-sequence DRB1_1501. The binding affinity (normalized) is 0. (2) The peptide sequence is PGMMMGMFNMLSTVL. The MHC is DRB1_0701 with pseudo-sequence DRB1_0701. The binding affinity (normalized) is 0.314.